From a dataset of Reaction yield outcomes from USPTO patents with 853,638 reactions. Predict the reaction yield, written as a fraction of the theoretical maximum amount of product (1.0 means a 100% yield; for example, 0.34 means a 34% yield). (1) The reactants are [CH3:1][O:2][C:3]1[CH:11]=[C:10]2[C:6]([C:7]3[CH:30]=[CH:29][N:28]=[C:27]([CH3:31])[C:8]=3[N:9]2[CH2:12][CH2:13][N:14]2[CH2:19][CH2:18][N:17](C(OC(C)(C)C)=O)[CH2:16][CH2:15]2)=[CH:5][CH:4]=1. The catalyst is FC(F)(F)C(O)=O. The product is [CH3:1][O:2][C:3]1[CH:11]=[C:10]2[C:6]([C:7]3[CH:30]=[CH:29][N:28]=[C:27]([CH3:31])[C:8]=3[N:9]2[CH2:12][CH2:13][N:14]2[CH2:15][CH2:16][NH:17][CH2:18][CH2:19]2)=[CH:5][CH:4]=1. The yield is 0.970. (2) The reactants are Cl[C:2]1[C:3]([N:16]2[CH2:21][CH2:20][N:19]([CH3:22])[CH2:18][CH2:17]2)=[N:4][C:5]2[C:10]([N:11]=1)=[CH:9][C:8]([C:12]([F:15])([F:14])[F:13])=[CH:7][CH:6]=2.O.[NH2:24][NH2:25]. The catalyst is CCO. The product is [NH:24]([C:2]1[C:3]([N:16]2[CH2:21][CH2:20][N:19]([CH3:22])[CH2:18][CH2:17]2)=[N:4][C:5]2[C:10]([N:11]=1)=[CH:9][C:8]([C:12]([F:15])([F:14])[F:13])=[CH:7][CH:6]=2)[NH2:25]. The yield is 0.500. (3) The yield is 0.520. The reactants are [NH2:1][C:2]1[CH:7]=[CH:6][C:5]([N:8]2[C:14](=[O:15])[CH2:13][C:12](=[O:16])[NH:11][C:10]3[C:17]4[C:22]([CH:23]=[CH:24][C:9]2=3)=[CH:21][CH:20]=[CH:19][CH:18]=4)=[CH:4][CH:3]=1.[Cl:25][C:26]1[CH:27]=[C:28]([CH:32]=[CH:33][CH:34]=1)[C:29](Cl)=[O:30].C(NC1C=CC(N2C(=O)CC(=O)NC3C4C(C=CC2=3)=CC=CC=4)=CC=1)(=O)C1C=CC=CC=1. The product is [Cl:25][C:26]1[CH:27]=[C:28]([CH:32]=[CH:33][CH:34]=1)[C:29]([NH:1][C:2]1[CH:7]=[CH:6][C:5]([N:8]2[C:14](=[O:15])[CH2:13][C:12](=[O:16])[NH:11][C:10]3[C:17]4[C:22]([CH:23]=[CH:24][C:9]2=3)=[CH:21][CH:20]=[CH:19][CH:18]=4)=[CH:4][CH:3]=1)=[O:30]. No catalyst specified. (4) The reactants are Br[C:2]1[CH:3]=[C:4]([CH:7]([O:11][CH2:12][CH3:13])[O:8][CH2:9][CH3:10])[S:5][CH:6]=1.C[CH2:15][O:16]CC.C([Li])CCC.CN(C=O)C. The catalyst is CCCCCC. The product is [CH2:9]([O:8][CH:7]([O:11][CH2:12][CH3:13])[C:4]1[S:5][CH:6]=[C:2]([CH:15]=[O:16])[CH:3]=1)[CH3:10]. The yield is 0.420. (5) The reactants are [Cl:1][C:2]1[CH:3]=[C:4]2[C:8](=[CH:9][CH:10]=1)[NH:7][N:6]=[C:5]2[I:11].[F:12][C:13]([F:18])([F:17])[CH2:14][CH2:15]I. No catalyst specified. The product is [Cl:1][C:2]1[CH:3]=[C:4]2[C:8](=[CH:9][CH:10]=1)[N:7]([CH2:15][CH2:14][C:13]([F:18])([F:17])[F:12])[N:6]=[C:5]2[I:11]. The yield is 0.390. (6) The reactants are [C:1]([C:3]1[CH:27]=[CH:26][C:6]([CH2:7][N:8]2[CH2:13][CH2:12][CH:11]([NH:14][C:15]([C:17]3[CH:25]=[CH:24][C:20]([C:21]([OH:23])=O)=[CH:19][CH:18]=3)=[O:16])[CH2:10][CH2:9]2)=[CH:5][CH:4]=1)#[N:2].C(N(CC)CC)C.CN(C(ON1N=N[C:45]2[CH:46]=[CH:47][CH:48]=[N:49][C:44]1=2)=[N+](C)C)C.F[P-](F)(F)(F)(F)F.[CH2:59]([O:61][C:62]1[CH:74]=[CH:73][C:65]([CH2:66]C2CCNCC2)=[CH:64][CH:63]=1)[CH3:60]. The catalyst is CN(C)C=O.O. The product is [C:1]([C:3]1[CH:4]=[CH:5][C:6]([CH2:7][N:8]2[CH2:13][CH2:12][CH:11]([NH:14][C:15](=[O:16])[C:17]3[CH:18]=[CH:19][C:20]([C:21]([CH:46]4[CH2:45][CH2:44][N:49]([CH2:66][C:65]5[CH:73]=[CH:74][C:62]([O:61][CH2:59][CH3:60])=[CH:63][CH:64]=5)[CH2:48][CH2:47]4)=[O:23])=[CH:24][CH:25]=3)[CH2:10][CH2:9]2)=[CH:26][CH:27]=1)#[N:2]. The yield is 0.550. (7) The reactants are C(OC([N:8]1[CH2:13][CH2:12][C:11]2[N:14]([CH2:27][CH2:28][CH2:29]O)[N:15]=[C:16]([C:17]3[CH:22]=[CH:21][C:20]([C:23]([F:26])([F:25])[F:24])=[CH:19][CH:18]=3)[C:10]=2[CH2:9]1)=O)(C)(C)C.CCN(C(C)C)C(C)C.[CH3:40][S:41](Cl)(=[O:43])=[O:42].S([O-])(=O)(=O)C.[O:50]=[C:51]1[N:55]([CH2:56][C:57]#[N:58])[C:54]2[CH:59]=[CH:60][CH:61]=[CH:62][C:53]=2[N:52]1[CH:63]1[CH2:68][CH2:67][NH:66][CH2:65][CH2:64]1. The catalyst is C(Cl)Cl.C(O)(C(F)(F)F)=O.CCOC(C)=O.CN(C=O)C. The product is [CH3:40][S:41]([N:8]1[CH2:13][CH2:12][C:11]2[N:14]([CH2:27][CH2:28][CH2:29][N:66]3[CH2:67][CH2:68][CH:63]([N:52]4[C:53]5[CH:62]=[CH:61][CH:60]=[CH:59][C:54]=5[N:55]([CH2:56][C:57]#[N:58])[C:51]4=[O:50])[CH2:64][CH2:65]3)[N:15]=[C:16]([C:17]3[CH:22]=[CH:21][C:20]([C:23]([F:26])([F:24])[F:25])=[CH:19][CH:18]=3)[C:10]=2[CH2:9]1)(=[O:43])=[O:42]. The yield is 0.140.